From a dataset of Full USPTO retrosynthesis dataset with 1.9M reactions from patents (1976-2016). Predict the reactants needed to synthesize the given product. (1) Given the product [C:32]([C:34]1[N:35]=[C:36]([C:47]([NH:1][C:2]2[CH:3]=[CH:4][C:5]([CH:16]3[CH2:21][C:20]([CH3:22])([CH3:23])[O:19][C:18]([CH3:31])([C:24]([O:26][CH2:27][CH2:28][CH2:29][CH3:30])=[O:25])[CH2:17]3)=[N:6][C:7]=2[C:8]2[CH2:13][CH2:12][C:11]([CH3:15])([CH3:14])[CH2:10][CH:9]=2)=[O:48])[N:37]([CH2:39][O:40][CH2:41][CH2:42][Si:43]([CH3:44])([CH3:45])[CH3:46])[CH:38]=1)#[N:33], predict the reactants needed to synthesize it. The reactants are: [NH2:1][C:2]1[CH:3]=[CH:4][C:5]([CH:16]2[CH2:21][C:20]([CH3:23])([CH3:22])[O:19][C:18]([CH3:31])([C:24]([O:26][CH2:27][CH2:28][CH2:29][CH3:30])=[O:25])[CH2:17]2)=[N:6][C:7]=1[C:8]1[CH2:13][CH2:12][C:11]([CH3:15])([CH3:14])[CH2:10][CH:9]=1.[C:32]([C:34]1[N:35]=[C:36]([C:47](O)=[O:48])[N:37]([CH2:39][O:40][CH2:41][CH2:42][Si:43]([CH3:46])([CH3:45])[CH3:44])[CH:38]=1)#[N:33].C1CN([P+](Br)(N2CCCC2)N2CCCC2)CC1.F[P-](F)(F)(F)(F)F.C(N(C(C)C)CC)(C)C. (2) Given the product [CH3:32][O:31][C:28]1[CH:29]=[CH:30][C:25]([C@H:24]2[CH:23]=[CH:22][N:21]([S:18]([C:15]3[CH:14]=[CH:13][C:12]([O:11][CH3:10])=[CH:17][CH:16]=3)(=[O:20])=[O:19])[C:2](=[O:1])[C@H:3]2[CH2:4][C:5]([O:7][CH2:8][CH3:9])=[O:6])=[CH:26][CH:27]=1, predict the reactants needed to synthesize it. The reactants are: [O:1]=[CH:2]/[CH:3]=[CH:4]/[C:5]([O:7][CH2:8][CH3:9])=[O:6].[CH3:10][O:11][C:12]1[CH:17]=[CH:16][C:15]([S:18]([N:21]=[CH:22]/[CH:23]=[CH:24]/[C:25]2[CH:30]=[CH:29][C:28]([O:31][CH3:32])=[CH:27][CH:26]=2)(=[O:20])=[O:19])=[CH:14][CH:13]=1. (3) Given the product [N:13]1[CH:12]=[CH:11][N:8]2[CH:9]=[CH:10][C:5]([C:3]([NH2:15])=[O:2])=[N:6][C:7]=12, predict the reactants needed to synthesize it. The reactants are: C[O:2][C:3]([C:5]1[CH:10]=[CH:9][N:8]2[CH:11]=[CH:12][N:13]=[C:7]2[N:6]=1)=O.[OH-].[NH4+:15]. (4) Given the product [CH2:17]([O:16][C:14](=[O:15])[CH:13]([C:11]([C:2]1[CH:7]=[CH:6][C:5]([Cl:8])=[CH:4][CH:3]=1)([CH3:10])[CH3:12])[C:19]([O:21][CH2:22][CH3:23])=[O:20])[CH3:18], predict the reactants needed to synthesize it. The reactants are: Br[C:2]1[CH:7]=[CH:6][C:5]([Cl:8])=[CH:4][CH:3]=1.[Mg].[CH3:10][C:11](=[C:13]([C:19]([O:21][CH2:22][CH3:23])=[O:20])[C:14]([O:16][CH2:17][CH3:18])=[O:15])[CH3:12].